Dataset: Catalyst prediction with 721,799 reactions and 888 catalyst types from USPTO. Task: Predict which catalyst facilitates the given reaction. (1) Reactant: [I:1][C:2]1[CH:7]=[CH:6][C:5]([O:8][CH3:9])=[CH:4][C:3]=1I.CC1C=CC2C=CC3C=CC(C)=NC=3C=2N=1.O.CC([O-])(C)C.[Na+].BrC1C=CC(OC)=CC=1[S:43][C:44]1[N:45]([CH2:54][C:55]2[CH:60]=[CH:59][C:58]([O:61][CH3:62])=[CH:57][CH:56]=2)[C:46]2[CH:51]=[CH:50][N:49]=[C:48]([NH2:52])[C:47]=2[N:53]=1. The catalyst class is: 122. Product: [I:1][C:2]1[CH:7]=[CH:6][C:5]([O:8][CH3:9])=[CH:4][C:3]=1[S:43][C:44]1[N:45]([CH2:54][C:55]2[CH:60]=[CH:59][C:58]([O:61][CH3:62])=[CH:57][CH:56]=2)[C:46]2[CH:51]=[CH:50][N:49]=[C:48]([NH2:52])[C:47]=2[N:53]=1. (2) Reactant: [Br:1][C:2]1[C:3]([Cl:13])=[CH:4][C:5]([F:12])=[C:6]([S:8](Cl)(=[O:10])=[O:9])[CH:7]=1.[CH3:14][C:15]1([CH3:25])[C:24]2[C:19](=[CH:20][CH:21]=[CH:22][CH:23]=2)[NH:18][CH2:17][CH2:16]1.C(N(CC)CC)C.S(Cl)(Cl)(=O)=O. Product: [Br:1][C:2]1[C:3]([Cl:13])=[CH:4][C:5]([F:12])=[C:6]([S:8]([N:18]2[C:19]3[C:24](=[CH:23][CH:22]=[CH:21][CH:20]=3)[C:15]([CH3:25])([CH3:14])[CH2:16][CH2:17]2)(=[O:10])=[O:9])[CH:7]=1. The catalyst class is: 2. (3) Reactant: [F:1][C:2]([CH2:5][CH3:6])([F:4])[F:3].[Br-].[Mg+2].[Br-].[Br:10][C:11]1[CH:12]=[C:13]([CH:20]=[CH:21][CH:22]=1)[C:14](N(OC)C)=[O:15]. Product: [Br:10][C:11]1[CH:12]=[C:13]([C:14](=[O:15])[CH2:6][CH2:5][C:2]([F:4])([F:3])[F:1])[CH:20]=[CH:21][CH:22]=1. The catalyst class is: 1. (4) Reactant: [CH3:1][C:2]1[S:3][CH:4]=[C:5]([C:7]2[CH:15]=[CH:14][C:10]([C:11]([OH:13])=[O:12])=[CH:9][CH:8]=2)[N:6]=1.[C:16]1(C)C=CC=CC=1.CO.[Si](C=[N+]=[N-])(C)(C)C. Product: [CH3:16][O:12][C:11](=[O:13])[C:10]1[CH:14]=[CH:15][C:7]([C:5]2[N:6]=[C:2]([CH3:1])[S:3][CH:4]=2)=[CH:8][CH:9]=1. The catalyst class is: 25. (5) Reactant: [C:1]([C:3]1[CH:4]=[C:5]2[N:11]=[C:10]([C:12]([C:15]3[C:23]([O:24][CH3:25])=[CH:22][C:21]([CH3:26])=[C:20]4[C:16]=3[CH:17]=[CH:18][N:19]4C(OC(C)(C)C)=O)([OH:14])[CH3:13])[NH:9][C:6]2=[N:7][CH:8]=1)#[N:2].C([O-])([O-])=O.[K+].[K+]. Product: [OH:14][C:12]([C:10]1[NH:9][C:6]2=[N:7][CH:8]=[C:3]([C:1]#[N:2])[CH:4]=[C:5]2[N:11]=1)([C:15]1[C:23]([O:24][CH3:25])=[CH:22][C:21]([CH3:26])=[C:20]2[C:16]=1[CH:17]=[CH:18][NH:19]2)[CH3:13]. The catalyst class is: 430. (6) Reactant: [CH3:1][C:2]1[CH:7]=[CH:6][C:5]([C:8]2[C:9](=[O:18])[NH:10][C:11]3([CH2:17][CH2:16][CH2:15][CH2:14][CH2:13]3)[N:12]=2)=[CH:4][CH:3]=1.[H-].[Na+].[CH2:21]([O:23][C:24](=[O:27])[CH2:25]Br)[CH3:22].O. Product: [CH3:1][C:2]1[CH:3]=[CH:4][C:5]([C:8]2[C:9](=[O:18])[N:10]([CH2:25][C:24]([O:23][CH2:21][CH3:22])=[O:27])[C:11]3([CH2:17][CH2:16][CH2:15][CH2:14][CH2:13]3)[N:12]=2)=[CH:6][CH:7]=1. The catalyst class is: 3. (7) Reactant: [Br:1][C:2]1[C:3]([C:9]([OH:11])=O)=[N:4][CH:5]=[C:6]([Cl:8])[CH:7]=1.[NH2:12][C:13]1[CH:25]=[CH:24][C:16]([C:17]([O:19][C:20]([CH3:23])([CH3:22])[CH3:21])=[O:18])=[CH:15][CH:14]=1.CN(C(ON1N=NC2C=CC=NC1=2)=[N+](C)C)C.F[P-](F)(F)(F)(F)F.CCN(C(C)C)C(C)C. Product: [Br:1][C:2]1[C:3]([C:9]([NH:12][C:13]2[CH:25]=[CH:24][C:16]([C:17]([O:19][C:20]([CH3:21])([CH3:22])[CH3:23])=[O:18])=[CH:15][CH:14]=2)=[O:11])=[N:4][CH:5]=[C:6]([Cl:8])[CH:7]=1. The catalyst class is: 1. (8) Reactant: [CH3:1][S:2]([C:5]1[CH:10]=[CH:9][C:8]([C:11]2[CH:16]=[CH:15][C:14]([O:17][CH2:18][CH:19]3[CH2:24][CH2:23][N:22](C(OC(C)(C)C)=O)[CH2:21][CH2:20]3)=[CH:13][CH:12]=2)=[CH:7][CH:6]=1)(=[O:4])=[O:3].[C:32]([OH:38])([C:34]([F:37])([F:36])[F:35])=[O:33]. Product: [F:35][C:34]([F:37])([F:36])[C:32]([OH:38])=[O:33].[CH3:1][S:2]([C:5]1[CH:6]=[CH:7][C:8]([C:11]2[CH:16]=[CH:15][C:14]([O:17][CH2:18][CH:19]3[CH2:24][CH2:23][NH:22][CH2:21][CH2:20]3)=[CH:13][CH:12]=2)=[CH:9][CH:10]=1)(=[O:4])=[O:3]. The catalyst class is: 2. (9) Reactant: [CH3:1][N:2]1[CH2:6][CH:5]([C:7]2[CH:12]=[CH:11][CH:10]=[CH:9][CH:8]=2)[C:4]2([CH2:17][CH2:16][CH2:15][NH:14][CH2:13]2)[C:3]1=[O:18].[C:19]([O:23][C:24]([NH:26][C@H:27]([CH2:31][CH2:32][OH:33])[C:28](O)=[O:29])=[O:25])([CH3:22])([CH3:21])[CH3:20].C(N(C(C)C)CC)(C)C.C(P1(=O)OP(CCC)(=O)OP(CCC)(=O)O1)CC. Product: [OH:33][CH2:32][CH2:31][C@@H:27]([NH:26][C:24](=[O:25])[O:23][C:19]([CH3:21])([CH3:20])[CH3:22])[C:28]([N:14]1[CH2:15][CH2:16][CH2:17][C@:4]2([C:3](=[O:18])[N:2]([CH3:1])[CH2:6][C@H:5]2[C:7]2[CH:12]=[CH:11][CH:10]=[CH:9][CH:8]=2)[CH2:13]1)=[O:29]. The catalyst class is: 47. (10) Reactant: [OH:1][B:2]1[C:6]2[CH:7]=[CH:8][C:9]([C:11]([C:13]3[CH:20]=[CH:19][C:16]([C:17]#[N:18])=[CH:15][CH:14]=3)=[O:12])=[CH:10][C:5]=2[CH2:4][O:3]1.[BH4-].[Na+].Cl. Product: [OH:12][CH:11]([C:9]1[CH:8]=[CH:7][C:6]2[B:2]([OH:1])[O:3][CH2:4][C:5]=2[CH:10]=1)[C:13]1[CH:14]=[CH:15][C:16]([C:17]#[N:18])=[CH:19][CH:20]=1. The catalyst class is: 5.